Dataset: Reaction yield outcomes from USPTO patents with 853,638 reactions. Task: Predict the reaction yield, written as a fraction of the theoretical maximum amount of product (1.0 means a 100% yield; for example, 0.34 means a 34% yield). (1) The reactants are [Cl-].[Al+3].[Cl-].[Cl-].[CH3:5][O:6][C:7](=[O:30])[CH2:8][CH2:9][CH2:10][CH2:11][CH2:12][CH2:13][C:14]1[S:15][C:16]([C:19]2[CH:24]=[C:23]([Cl:25])[CH:22]=[CH:21][C:20]=2[O:26]C(C)C)=[CH:17][N:18]=1. The catalyst is C(Cl)Cl. The product is [CH3:5][O:6][C:7](=[O:30])[CH2:8][CH2:9][CH2:10][CH2:11][CH2:12][CH2:13][C:14]1[S:15][C:16]([C:19]2[CH:24]=[C:23]([Cl:25])[CH:22]=[CH:21][C:20]=2[OH:26])=[CH:17][N:18]=1. The yield is 0.640. (2) The reactants are Cl.[CH2:2]([O:4][C:5](=[O:8])[CH2:6][NH2:7])[CH3:3].C([O-])(=O)C.[Na+].CO[CH:16]1[CH:20]([C:21]2[CH:26]=[CH:25][CH:24]=[CH:23][CH:22]=2)[CH2:19][CH:18](OC)O1. The catalyst is O.C(O)(=O)C. The product is [C:21]1([C:20]2[CH:19]=[CH:18][N:7]([CH2:6][C:5]([O:4][CH2:2][CH3:3])=[O:8])[CH:16]=2)[CH:26]=[CH:25][CH:24]=[CH:23][CH:22]=1. The yield is 0.830. (3) The reactants are [CH2:1]([O:3][C:4]1[C:9]([NH2:10])=[CH:8][CH:7]=[CH:6][N:5]=1)[CH3:2].[C:11](Cl)(Cl)=[O:12]. The catalyst is CCOC(C)=O. The product is [CH2:1]([O:3][C:4]1[C:9]([N:10]=[C:11]=[O:12])=[CH:8][CH:7]=[CH:6][N:5]=1)[CH3:2]. The yield is 0.980. (4) The catalyst is C(#N)C.O.C(OCC)(=O)C. The reactants are CS(O[CH2:6][C:7]1[CH:12]=[CH:11][CH:10]=[C:9]([Cl:13])[C:8]=1[C:14]([F:17])([F:16])[F:15])(=O)=O.C[Si](C)(C)[C:20]#[N:21].[F-].C([N+](CCCC)(CCCC)CCCC)CCC.C1COCC1. The yield is 0.680. The product is [Cl:13][C:9]1[C:8]([C:14]([F:17])([F:16])[F:15])=[C:7]([CH2:6][C:20]#[N:21])[CH:12]=[CH:11][CH:10]=1. (5) The reactants are F[C:2]1[C:11]([F:12])=[CH:10][CH:9]=[CH:8][C:3]=1[C:4]([O:6][CH3:7])=[O:5].[O:13]1[CH2:18][CH2:17][N:16]([CH2:19][CH2:20][NH2:21])[CH2:15][CH2:14]1. The catalyst is CN(C=O)C. The product is [O:13]1[CH2:18][CH2:17][N:16]([CH2:19][CH2:20][NH:21][C:2]2[C:11]([F:12])=[CH:10][CH:9]=[CH:8][C:3]=2[C:4]([O:6][CH3:7])=[O:5])[CH2:15][CH2:14]1. The yield is 0.700. (6) The reactants are [CH3:1][C@H:2]1[CH2:8][N:7]([C:9]([O:11][C:12]([CH3:15])([CH3:14])[CH3:13])=[O:10])[CH2:6][C:5]2[S:16][CH:17]=[C:18]([CH:19]([CH3:21])[CH3:20])[C:4]=2[O:3]1.[Br:22]N1C(=O)CCC1=O.S([O-])([O-])(=O)=S.[Na+].[Na+]. The catalyst is C(#N)C. The product is [Br:22][C:17]1[S:16][C:5]2[CH2:6][N:7]([C:9]([O:11][C:12]([CH3:15])([CH3:13])[CH3:14])=[O:10])[CH2:8][C@H:2]([CH3:1])[O:3][C:4]=2[C:18]=1[CH:19]([CH3:21])[CH3:20]. The yield is 0.860. (7) The reactants are [C:1]1([O:7][C:8](Cl)=[O:9])[CH:6]=[CH:5][CH:4]=[CH:3][CH:2]=1.[NH2:11][C:12]1[CH:13]=[CH:14][C:15]([S:20]([CH2:23][CH3:24])(=[O:22])=[O:21])=[C:16]([CH:19]=1)[C:17]#[N:18].N1C=CC=CC=1. The catalyst is C(Cl)Cl. The product is [C:17]([C:16]1[CH:19]=[C:12]([NH:11][C:8](=[O:9])[O:7][C:1]2[CH:6]=[CH:5][CH:4]=[CH:3][CH:2]=2)[CH:13]=[CH:14][C:15]=1[S:20]([CH2:23][CH3:24])(=[O:22])=[O:21])#[N:18]. The yield is 0.850.